Dataset: Peptide-MHC class I binding affinity with 185,985 pairs from IEDB/IMGT. Task: Regression. Given a peptide amino acid sequence and an MHC pseudo amino acid sequence, predict their binding affinity value. This is MHC class I binding data. (1) The peptide sequence is LIVSGIFPY. The MHC is HLA-B15:01 with pseudo-sequence HLA-B15:01. The binding affinity (normalized) is 0.901. (2) The peptide sequence is RGGRAFVTI. The MHC is HLA-A30:02 with pseudo-sequence HLA-A30:02. The binding affinity (normalized) is 0. (3) The peptide sequence is DFGYATMAK. The MHC is HLA-B27:05 with pseudo-sequence HLA-B27:05. The binding affinity (normalized) is 0.0847. (4) The peptide sequence is VTQMKSLVTK. The MHC is HLA-A03:01 with pseudo-sequence HLA-A03:01. The binding affinity (normalized) is 0.744. (5) The peptide sequence is EHNGGDDPL. The MHC is HLA-B27:05 with pseudo-sequence HLA-B27:05. The binding affinity (normalized) is 0.213. (6) The peptide sequence is KSLTTTMQFK. The MHC is HLA-A68:02 with pseudo-sequence HLA-A68:02. The binding affinity (normalized) is 0.0847. (7) The binding affinity (normalized) is 0.647. The peptide sequence is FQPQNGNFI. The MHC is H-2-Db with pseudo-sequence H-2-Db. (8) The peptide sequence is FLLVAHYAI. The MHC is H-2-Kb with pseudo-sequence H-2-Kb. The binding affinity (normalized) is 0.119. (9) The peptide sequence is RQKPTAFEF. The MHC is Mamu-B52 with pseudo-sequence Mamu-B52. The binding affinity (normalized) is 0.514. (10) The peptide sequence is LFSTNSRELI. The MHC is H-2-Kd with pseudo-sequence H-2-Kd. The binding affinity (normalized) is 0.